From a dataset of CYP3A4 inhibition data for predicting drug metabolism from PubChem BioAssay. Regression/Classification. Given a drug SMILES string, predict its absorption, distribution, metabolism, or excretion properties. Task type varies by dataset: regression for continuous measurements (e.g., permeability, clearance, half-life) or binary classification for categorical outcomes (e.g., BBB penetration, CYP inhibition). Dataset: cyp3a4_veith. (1) The drug is N#Cc1ccc(CN2CCCC3(CCN(C(=O)c4cc(C(F)(F)F)cc(C(F)(F)F)c4)CC3)C2)cc1. The result is 1 (inhibitor). (2) The compound is Cn1nc(C(F)(F)F)c2cc(-c3nnc(C(C)(C)C)o3)sc21. The result is 0 (non-inhibitor).